Predict the reactants needed to synthesize the given product. From a dataset of Full USPTO retrosynthesis dataset with 1.9M reactions from patents (1976-2016). Given the product [Cl:10][C:11]1[S:14][N:8]=[C:7]([N:2]2[CH2:6][CH2:5][CH2:4][CH2:3]2)[N:9]=1, predict the reactants needed to synthesize it. The reactants are: Cl.[N:2]1([C:7](=[NH:9])[NH2:8])[CH2:6][CH2:5][CH2:4][CH2:3]1.[Cl:10][C:11]([SH:14])(Cl)Cl.[OH-].[Na+].